Dataset: Full USPTO retrosynthesis dataset with 1.9M reactions from patents (1976-2016). Task: Predict the reactants needed to synthesize the given product. (1) Given the product [Br:24][C:5]1[CH:6]=[CH:7][C:2]([F:1])=[C:3]([C:9]2[CH:14]=[CH:13][C:12]([F:15])=[CH:11][N:10]=2)[CH:4]=1, predict the reactants needed to synthesize it. The reactants are: [F:1][C:2]1[CH:7]=[CH:6][C:5](N)=[CH:4][C:3]=1[C:9]1[CH:14]=[CH:13][C:12]([F:15])=[CH:11][N:10]=1.N([O-])=O.[Na+].[OH-].[Na+].[OH-].[NH4+].[BrH:24]. (2) Given the product [N:1]1[CH:6]=[CH:5][C:4]([C:7]2[CH:8]=[CH:9][C:10]([NH:13][C:14]([CH:16]3[CH2:24][C:23]4[C:18](=[CH:19][CH:20]=[CH:21][CH:22]=4)[NH:17]3)=[O:15])=[CH:11][CH:12]=2)=[CH:3][CH:2]=1, predict the reactants needed to synthesize it. The reactants are: [N:1]1[CH:6]=[CH:5][C:4]([C:7]2[CH:12]=[CH:11][C:10]([NH:13][C:14]([CH:16]3[CH2:24][C:23]4[C:18](=[CH:19][CH:20]=[CH:21][CH:22]=4)[N:17]3C(OC(C)(C)C)=O)=[O:15])=[CH:9][CH:8]=2)=[CH:3][CH:2]=1.C(OCC)(=O)C.Cl. (3) Given the product [Br:6][C:7]1[CH:16]=[C:15]2[C:10]([C:11]([NH:18][CH2:19][CH:20]3[CH2:21][CH2:22][O:23][CH2:24][CH2:25]3)=[C:12]([NH:17][C:3](=[O:4])[CH2:2][Cl:1])[CH:13]=[N:14]2)=[CH:9][CH:8]=1, predict the reactants needed to synthesize it. The reactants are: [Cl:1][CH2:2][C:3](Cl)=[O:4].[Br:6][C:7]1[CH:16]=[C:15]2[C:10]([C:11]([NH:18][CH2:19][CH:20]3[CH2:25][CH2:24][O:23][CH2:22][CH2:21]3)=[C:12]([NH2:17])[CH:13]=[N:14]2)=[CH:9][CH:8]=1. (4) Given the product [F:1][C:2]1[CH:7]=[CH:6][C:5]([O:8][C:9](=[O:32])[N:10]([C@H:12]2[C@H:16]([C:17]3[CH:22]=[CH:21][C:20]([F:51])=[CH:19][CH:18]=3)[CH2:15][N:14]([CH2:25][C:26]3[CH:31]=[CH:30][CH:29]=[CH:28][CH:27]=3)[CH2:13]2)[CH3:11])=[CH:4][CH:3]=1, predict the reactants needed to synthesize it. The reactants are: [F:1][C:2]1[CH:7]=[CH:6][C:5]([O:8][C:9](=[O:32])[N:10]([C@H:12]2[C@H:16]([C:17]3[CH:22]=[CH:21][C:20](Cl)=[C:19](Cl)[CH:18]=3)[CH2:15][N:14]([CH2:25][C:26]3[CH:31]=[CH:30][CH:29]=[CH:28][CH:27]=3)[CH2:13]2)[CH3:11])=[CH:4][CH:3]=1.C(N1C[C@@H](C2C=CC([F:51])=CC=2)[C@H](NC)C1)C1C=CC=CC=1.ClC(OC1C=CC(F)=CC=1)=O. (5) Given the product [CH2:1]([N:3]1[C:15]2[CH:14]=[CH:13][C:12]([CH2:16][N:32]3[CH2:33][CH2:34][CH:29]([C:27]4[CH:26]=[CH:25][C:24]([CH3:35])=[C:23]([NH:22][C:20](=[O:21])[CH:19]([CH3:36])[CH3:18])[CH:28]=4)[CH2:30][CH2:31]3)=[CH:11][C:10]=2[C:9]2[C:4]1=[CH:5][CH:6]=[CH:7][CH:8]=2)[CH3:2], predict the reactants needed to synthesize it. The reactants are: [CH2:1]([N:3]1[C:15]2[CH:14]=[CH:13][C:12]([CH:16]=O)=[CH:11][C:10]=2[C:9]2[C:4]1=[CH:5][CH:6]=[CH:7][CH:8]=2)[CH3:2].[CH3:18][CH:19]([CH3:36])[C:20]([NH:22][C:23]1[CH:28]=[C:27]([CH:29]2[CH2:34][CH2:33][NH:32][CH2:31][CH2:30]2)[CH:26]=[CH:25][C:24]=1[CH3:35])=[O:21]. (6) Given the product [C:16]([O:20][C:21]([N:23]1[CH2:28][CH2:27][N:26]([CH2:11][C:10]2[CH:13]=[CH:14][CH:15]=[C:8]([C:6]3[CH:5]=[CH:4][N:3]=[C:2]([Cl:1])[N:7]=3)[CH:9]=2)[CH2:25][CH:24]1[CH2:29][CH:30]([CH3:32])[CH3:31])=[O:22])([CH3:19])([CH3:18])[CH3:17], predict the reactants needed to synthesize it. The reactants are: [Cl:1][C:2]1[N:7]=[C:6]([C:8]2[CH:9]=[C:10]([CH:13]=[CH:14][CH:15]=2)[CH:11]=O)[CH:5]=[CH:4][N:3]=1.[C:16]([O:20][C:21]([N:23]1[CH2:28][CH2:27][NH:26][CH2:25][CH:24]1[CH2:29][CH:30]([CH3:32])[CH3:31])=[O:22])([CH3:19])([CH3:18])[CH3:17].